From a dataset of Reaction yield outcomes from USPTO patents with 853,638 reactions. Predict the reaction yield, written as a fraction of the theoretical maximum amount of product (1.0 means a 100% yield; for example, 0.34 means a 34% yield). (1) The reactants are [F:1][C:2]1[CH:7]=[CH:6][C:5]([C:8](=[C:16]2[CH2:21][C:20]([CH3:23])([CH3:22])[CH2:19][C:18]([CH3:25])([CH3:24])[CH2:17]2)[C:9]2[CH:14]=[CH:13][C:12]([OH:15])=[CH:11][CH:10]=2)=[CH:4][CH:3]=1.C([O-])([O-])=O.[K+].[K+].Cl[CH2:33][CH2:34][O:35][CH2:36][CH2:37][OH:38]. The catalyst is CC(C)=O. The product is [F:1][C:2]1[CH:3]=[CH:4][C:5]([C:8](=[C:16]2[CH2:17][C:18]([CH3:25])([CH3:24])[CH2:19][C:20]([CH3:23])([CH3:22])[CH2:21]2)[C:9]2[CH:14]=[CH:13][C:12]([O:15][CH2:33][CH2:34][O:35][CH2:36][CH2:37][OH:38])=[CH:11][CH:10]=2)=[CH:6][CH:7]=1. The yield is 0.450. (2) The reactants are [CH:1]1([NH:4][CH2:5][C@@H:6]2[C@@H:10]([OH:11])[CH2:9][N:8]([C:12]([O:14][CH2:15][C:16]3[CH:21]=[CH:20][CH:19]=[CH:18][CH:17]=3)=[O:13])[CH2:7]2)[CH2:3][CH2:2]1.CO.[ClH:24].C(OC(C)C)(C)C. The catalyst is C(OCC)(=O)C. The product is [ClH:24].[CH:1]1([NH:4][CH2:5][C@@H:6]2[C@@H:10]([OH:11])[CH2:9][N:8]([C:12]([O:14][CH2:15][C:16]3[CH:17]=[CH:18][CH:19]=[CH:20][CH:21]=3)=[O:13])[CH2:7]2)[CH2:3][CH2:2]1. The yield is 0.900. (3) The reactants are S(=O)(=O)(O)O.[Cl:6][C:7]1[C:8]([Cl:16])=[N:9][CH:10]=[C:11]([CH:15]=1)[C:12]([OH:14])=[O:13].[C:17](=O)(O)[O-].[Na+]. The catalyst is CO. The product is [CH3:17][O:13][C:12](=[O:14])[C:11]1[CH:15]=[C:7]([Cl:6])[C:8]([Cl:16])=[N:9][CH:10]=1. The yield is 0.970. (4) The reactants are [Cl:1][C:2]1[CH:7]=[CH:6][C:5]([CH:8]2[CH:12]([C:13]3[CH:18]=[CH:17][C:16]([Cl:19])=[CH:15][CH:14]=3)[N:11]([C:20](Cl)=[O:21])[C:10]([C:23]3[CH:28]=[CH:27][CH:26]=[CH:25][C:24]=3[O:29][CH:30]([CH3:32])[CH3:31])=[N:9]2)=[CH:4][CH:3]=1.C(N(CC)CC)C.[N:40]1([CH:45]2[CH2:50][CH2:49][NH:48][CH2:47][CH2:46]2)[CH2:44][CH2:43][CH2:42][CH2:41]1.O. The catalyst is C(Cl)Cl. The product is [Cl:1][C:2]1[CH:3]=[CH:4][C:5]([CH:8]2[CH:12]([C:13]3[CH:14]=[CH:15][C:16]([Cl:19])=[CH:17][CH:18]=3)[N:11]([C:20]([N:48]3[CH2:49][CH2:50][CH:45]([N:40]4[CH2:44][CH2:43][CH2:42][CH2:41]4)[CH2:46][CH2:47]3)=[O:21])[C:10]([C:23]3[CH:28]=[CH:27][CH:26]=[CH:25][C:24]=3[O:29][CH:30]([CH3:32])[CH3:31])=[N:9]2)=[CH:6][CH:7]=1. The yield is 0.720. (5) The reactants are [NH2:1][C:2]1[C:11]2[C:6](=[C:7](I)[C:8]([F:12])=[CH:9][CH:10]=2)[N:5]=[N:4][C:3]=1[C:14]([NH:16][CH2:17][CH2:18][CH3:19])=[O:15].[F:20][C:21]1[CH:26]=[CH:25][C:24]([F:27])=[CH:23][C:22]=1B(O)O. No catalyst specified. The product is [NH2:1][C:2]1[C:11]2[C:6](=[C:7]([C:25]3[CH:26]=[C:21]([F:20])[CH:22]=[CH:23][C:24]=3[F:27])[C:8]([F:12])=[CH:9][CH:10]=2)[N:5]=[N:4][C:3]=1[C:14]([NH:16][CH2:17][CH2:18][CH3:19])=[O:15]. The yield is 0.350. (6) The reactants are C[O-].[Na+].[CH2:4]1[C:6]2([CH2:11][CH2:10][C:9](=[O:12])[CH2:8][CH2:7]2)[CH2:5]1.[N+:13]([CH3:16])([O-:15])=[O:14]. The catalyst is CO. The product is [N+:13]([CH2:16][C:9]1([OH:12])[CH2:10][CH2:11][C:6]2([CH2:5][CH2:4]2)[CH2:7][CH2:8]1)([O-:15])=[O:14]. The yield is 0.520. (7) The reactants are [C:1]([C:3]([S:10][C:11](=[S:18])[C:12]1[CH:17]=[CH:16][CH:15]=[CH:14][CH:13]=1)([CH3:9])[CH2:4][CH2:5][C:6]([OH:8])=[O:7])#[N:2].CCN=C=NCCCN(C)C.[N:30]([CH2:33][CH2:34][CH2:35]O)=[N+:31]=[N-:32]. The catalyst is CN(C1C=CN=CC=1)C.C(Cl)Cl. The product is [C:1]([C:3]([S:10][C:11](=[S:18])[C:12]1[CH:13]=[CH:14][CH:15]=[CH:16][CH:17]=1)([CH3:9])[CH2:4][CH2:5][C:6]([O:8][CH2:35][CH2:34][CH2:33][N:30]=[N+:31]=[N-:32])=[O:7])#[N:2]. The yield is 0.846. (8) The yield is 0.585. The product is [Br:16][C:17]1[CH:22]=[CH:21][N:20]=[C:19]([NH:1][CH2:2][CH:3]([OH:15])[CH2:4][N:5]2[CH2:14][CH2:13][C:12]3[C:7](=[CH:8][CH:9]=[CH:10][CH:11]=3)[CH2:6]2)[CH:18]=1. The reactants are [NH2:1][CH2:2][CH:3]([OH:15])[CH2:4][N:5]1[CH2:14][CH2:13][C:12]2[C:7](=[CH:8][CH:9]=[CH:10][CH:11]=2)[CH2:6]1.[Br:16][C:17]1[CH:22]=[CH:21][N:20]=[C:19](F)[CH:18]=1.CCN(C(C)C)C(C)C. The catalyst is CC(O)C.